From a dataset of Peptide-MHC class I binding affinity with 185,985 pairs from IEDB/IMGT. Regression. Given a peptide amino acid sequence and an MHC pseudo amino acid sequence, predict their binding affinity value. This is MHC class I binding data. (1) The peptide sequence is VQEFIFSAL. The binding affinity (normalized) is 0.442. The MHC is HLA-A02:02 with pseudo-sequence HLA-A02:02. (2) The binding affinity (normalized) is 0.0847. The peptide sequence is RRNDVARIF. The MHC is HLA-A01:01 with pseudo-sequence HLA-A01:01. (3) The peptide sequence is SSDDFALIV. The MHC is HLA-C05:01 with pseudo-sequence HLA-C05:01. The binding affinity (normalized) is 0.744. (4) The binding affinity (normalized) is 0.551. The MHC is HLA-A02:01 with pseudo-sequence HLA-A02:01. The peptide sequence is ALMIAAQVVV. (5) The MHC is HLA-B44:02 with pseudo-sequence HLA-B44:02. The binding affinity (normalized) is 0. The peptide sequence is RKCCRAKFKQLLQH. (6) The peptide sequence is NPVPVGNIY. The MHC is HLA-B44:02 with pseudo-sequence HLA-B44:02. The binding affinity (normalized) is 0.542. (7) The peptide sequence is SLASLLVSL. The MHC is BoLA-T2C with pseudo-sequence BoLA-T2C. The binding affinity (normalized) is 0.936. (8) The peptide sequence is PTEMVDVSMM. The MHC is HLA-A02:01 with pseudo-sequence HLA-A02:01. The binding affinity (normalized) is 0.0164.